This data is from Reaction yield outcomes from USPTO patents with 853,638 reactions. The task is: Predict the reaction yield, written as a fraction of the theoretical maximum amount of product (1.0 means a 100% yield; for example, 0.34 means a 34% yield). (1) The reactants are CN(C)[CH:3]=[O:4].P(Cl)(Cl)(Cl)=O.[CH2:11]([O:13][C:14]([C:16]1[C:20]([CH3:21])=[CH:19][NH:18][C:17]=1[CH3:22])=[O:15])[CH3:12].Cl. The catalyst is ClCCl. The product is [CH2:11]([O:13][C:14]([C:16]1[C:20]([CH3:21])=[C:19]([CH:3]=[O:4])[NH:18][C:17]=1[CH3:22])=[O:15])[CH3:12]. The yield is 1.00. (2) The reactants are [CH3:1][O:2][C:3]1[CH:4]=[C:5]2[C:10](=[CH:11][C:12]=1[O:13][CH3:14])[N:9]=[CH:8][CH:7]=[C:6]2[O:15][C:16]1[C:22]([CH3:23])=[CH:21][C:19]([NH2:20])=[C:18]([CH3:24])[CH:17]=1.Cl[C:26](Cl)([O:28][C:29](=[O:35])OC(Cl)(Cl)Cl)Cl.[CH3:37][C:38](=C)[CH2:39]O.C(=O)(O)[O-].[Na+]. The catalyst is C(Cl)Cl.C(N(CC)CC)C.C1(C)C=CC=CC=1. The product is [CH3:1][O:2][C:3]1[CH:4]=[C:5]2[C:10](=[CH:11][C:12]=1[O:13][CH3:14])[N:9]=[CH:8][CH:7]=[C:6]2[O:15][C:16]1[C:22]([CH3:23])=[CH:21][C:19]([NH:20][C:29](=[O:35])[O:28][CH2:26][C:38]([CH3:39])=[CH2:37])=[C:18]([CH3:24])[CH:17]=1. The yield is 0.450. (3) The reactants are [Br:1][C:2]1[C:7]([C:8]([OH:10])=[O:9])=[CH:6][N:5]=[CH:4][C:3]=1[Br:11].C(N1C=CN=C1)(N1[CH:18]=[CH:17]N=C1)=O.C(O)C. The catalyst is C(#N)C.C(OCC)(=O)C. The product is [CH2:17]([O:9][C:8](=[O:10])[C:7]1[C:2]([Br:1])=[C:3]([Br:11])[CH:4]=[N:5][CH:6]=1)[CH3:18]. The yield is 0.570. (4) The reactants are [CH:1]1([C:7]2[NH:11][C:10](=[O:12])[C:9]3([CH2:17][CH2:16][N:15]([S:18]([CH:21]=[CH2:22])(=[O:20])=[O:19])[CH2:14][CH2:13]3)[N:8]=2)[CH2:6][CH2:5][CH2:4][CH2:3][CH2:2]1.[CH3:23][C:24]1[NH:25][C:26]2[C:31]([CH:32]=1)=[C:30](OS(C(F)(F)F)(=O)=O)[CH:29]=[CH:28][CH:27]=2.C(N(CC)CC)C. The catalyst is O1CCOCC1. The product is [CH:1]1([C:7]2[NH:11][C:10](=[O:12])[C:9]3([CH2:17][CH2:16][N:15]([S:18](/[CH:21]=[CH:22]/[C:30]4[CH:29]=[CH:28][CH:27]=[C:26]5[C:31]=4[CH:32]=[C:24]([CH3:23])[NH:25]5)(=[O:20])=[O:19])[CH2:14][CH2:13]3)[N:8]=2)[CH2:2][CH2:3][CH2:4][CH2:5][CH2:6]1. The yield is 0.140.